This data is from Full USPTO retrosynthesis dataset with 1.9M reactions from patents (1976-2016). The task is: Predict the reactants needed to synthesize the given product. (1) Given the product [C:1]([C:5]1[N:10]=[CH:9][C:8]([C:11]2[N:12]([C:32]([N:34]3[CH2:39][CH2:38][CH:37]([CH2:40][C:41]([N:54]4[C:55]5[C:50](=[CH:49][C:48]([CH3:47])=[CH:57][CH:56]=5)[CH2:51][CH2:52][CH2:53]4)=[O:42])[CH2:36][CH2:35]3)=[O:33])[C@@:13]([C:25]3[CH:26]=[CH:27][C:28]([Cl:31])=[CH:29][CH:30]=3)([CH3:24])[C@@:14]([C:17]3[CH:18]=[CH:19][C:20]([Cl:23])=[CH:21][CH:22]=3)([CH3:16])[N:15]=2)=[C:7]([O:44][CH2:45][CH3:46])[CH:6]=1)([CH3:4])([CH3:2])[CH3:3], predict the reactants needed to synthesize it. The reactants are: [C:1]([C:5]1[N:10]=[CH:9][C:8]([C:11]2[N:12]([C:32]([N:34]3[CH2:39][CH2:38][CH:37]([CH2:40][C:41](O)=[O:42])[CH2:36][CH2:35]3)=[O:33])[C@@:13]([C:25]3[CH:30]=[CH:29][C:28]([Cl:31])=[CH:27][CH:26]=3)([CH3:24])[C@@:14]([C:17]3[CH:22]=[CH:21][C:20]([Cl:23])=[CH:19][CH:18]=3)([CH3:16])[N:15]=2)=[C:7]([O:44][CH2:45][CH3:46])[CH:6]=1)([CH3:4])([CH3:3])[CH3:2].[CH3:47][C:48]1[CH:49]=[C:50]2[C:55](=[CH:56][CH:57]=1)[NH:54][CH2:53][CH2:52][CH2:51]2. (2) Given the product [CH3:1][N:2]1[CH:6]=[C:5]([N:7]2[CH:20]=[CH:18][C:17](=[O:19])[C:9]([C:10]([O:12][C:13]([CH3:15])([CH3:14])[CH3:16])=[O:11])=[N:8]2)[CH:4]=[N:3]1, predict the reactants needed to synthesize it. The reactants are: [CH3:1][N:2]1[CH:6]=[C:5]([N:7]=[N:8][CH:9]([C:17](=[O:19])[CH3:18])[C:10]([O:12][C:13]([CH3:16])([CH3:15])[CH3:14])=[O:11])[CH:4]=[N:3]1.[CH3:20]N(C(OC)OC)C. (3) The reactants are: C([O:3][C:4](=[O:17])[C:5]1[CH:10]=[CH:9][C:8]([NH:11][CH2:12][CH:13]2[CH2:15][CH2:14]2)=[C:7]([NH2:16])[CH:6]=1)C.[CH2:18]([N:20]1[C:32]2[CH:31]=[CH:30][C:29]([CH:33]=O)=[CH:28][C:27]=2[C:26]2[C:21]1=[CH:22][CH:23]=[C:24]([O:35][CH3:36])[CH:25]=2)[CH3:19].[Cl-].[Na+]. Given the product [CH:13]1([CH2:12][N:11]2[C:8]3[CH:9]=[CH:10][C:5]([C:4]([OH:3])=[O:17])=[CH:6][C:7]=3[N:16]=[C:33]2[C:29]2[CH:30]=[CH:31][C:32]3[N:20]([CH2:18][CH3:19])[C:21]4[C:26]([C:27]=3[CH:28]=2)=[CH:25][C:24]([O:35][CH3:36])=[CH:23][CH:22]=4)[CH2:14][CH2:15]1, predict the reactants needed to synthesize it.